This data is from Full USPTO retrosynthesis dataset with 1.9M reactions from patents (1976-2016). The task is: Predict the reactants needed to synthesize the given product. (1) Given the product [F:13][C:3]1[CH:4]=[C:5]([CH2:8][CH2:9][NH2:10])[CH:6]=[CH:7][C:2]=1[F:1], predict the reactants needed to synthesize it. The reactants are: [F:1][C:2]1[CH:7]=[CH:6][C:5](/[CH:8]=[CH:9]/[N+:10]([O-])=O)=[CH:4][C:3]=1[F:13].[Li+].[BH4-].Cl[Si](C)(C)C. (2) Given the product [C:1]1([S:7][CH2:8][C@H:9]2[O:22][CH2:10]2)[CH:2]=[CH:3][CH:4]=[CH:5][CH:6]=1, predict the reactants needed to synthesize it. The reactants are: [C:1]1([S:7][CH2:8][C@@H:9]([OH:22])[CH2:10]OS(C2C=CC(C)=CC=2)(=O)=O)[CH:6]=[CH:5][CH:4]=[CH:3][CH:2]=1.C[O-].[Na+]. (3) Given the product [CH2:58]([O:57][C:53]([CH:54]=[CH:55][C:2]1[CH:7]=[CH:6][C:5]([C:8]2[CH:13]=[CH:12][C:11]([O:14][CH2:15][CH2:16][CH2:17][N:18]3[CH2:23][CH2:22][CH2:21][CH2:20][CH2:19]3)=[CH:10][CH:9]=2)=[CH:4][CH:3]=1)=[O:56])[CH3:59], predict the reactants needed to synthesize it. The reactants are: Br[C:2]1[CH:7]=[CH:6][C:5]([C:8]2[CH:13]=[CH:12][C:11]([O:14][CH2:15][CH2:16][CH2:17][N:18]3[CH2:23][CH2:22][CH2:21][CH2:20][CH2:19]3)=[CH:10][CH:9]=2)=[CH:4][CH:3]=1.C(N(CC)CC)C.C1(C)C=CC=CC=1P(C1C=CC=CC=1C)C1C=CC=CC=1C.[C:53]([O:57][CH2:58][CH3:59])(=[O:56])[CH:54]=[CH2:55]. (4) Given the product [CH3:20][O:19][C:17]([NH:15][S:12]([C:8]1[CH:9]=[CH:10][CH:11]=[C:6]([N+:3]([O-:5])=[O:4])[CH:7]=1)(=[O:13])=[O:14])=[O:18], predict the reactants needed to synthesize it. The reactants are: [H-].[Na+].[N+:3]([C:6]1[CH:7]=[C:8]([S:12]([NH2:15])(=[O:14])=[O:13])[CH:9]=[CH:10][CH:11]=1)([O-:5])=[O:4].Cl[C:17]([O:19][CH3:20])=[O:18].Cl. (5) Given the product [F:1][C:2]1[CH:3]=[CH:4][C:5]([C:8]2[C:13]3[CH:14]=[CH:15][C:16]([NH2:18])=[CH:17][C:12]=3[O:11][C:10]([CH3:22])([CH3:21])[N:9]=2)=[CH:6][CH:7]=1, predict the reactants needed to synthesize it. The reactants are: [F:1][C:2]1[CH:7]=[CH:6][C:5]([C:8]2[C:13]3[CH:14]=[CH:15][C:16]([N+:18]([O-])=O)=[CH:17][C:12]=3[O:11][C:10]([CH3:22])([CH3:21])[N:9]=2)=[CH:4][CH:3]=1.[Cl-].[NH4+].C(O)C. (6) The reactants are: [CH3:1][C:2]1[C:7]2=[N:8][S:9][N:10]=[C:6]2[CH:5]=[CH:4][C:3]=1[N+:11]([O-])=O.C(O)(=O)C.O. Given the product [CH3:1][C:2]1[C:7]2=[N:8][S:9][N:10]=[C:6]2[CH:5]=[CH:4][C:3]=1[NH2:11], predict the reactants needed to synthesize it. (7) Given the product [C:1]([C:5]1[CH:6]=[C:7]([C:25]2[C:26](=[O:31])[NH:27][CH:28]=[CH:29][CH:30]=2)[CH:8]=[C:9](/[CH:13]=[CH:14]/[C:15]2[CH:20]=[CH:19][CH:18]=[CH:17][C:16]=2[F:32])[C:10]=1[O:11][CH3:12])([CH3:2])([CH3:4])[CH3:3], predict the reactants needed to synthesize it. The reactants are: [C:1]([C:5]1[CH:6]=[C:7]([C:25]2[C:26](=[O:31])[NH:27][CH:28]=[CH:29][CH:30]=2)[CH:8]=[C:9](/[CH:13]=[CH:14]/[C:15]2[CH:20]=[CH:19][CH:18]=[CH:17][C:16]=2C(F)(F)F)[C:10]=1[O:11][CH3:12])([CH3:4])([CH3:3])[CH3:2].[F:32]C1C=CC=CC=1Br.FC(F)(F)C1C=CC=CC=1Br. (8) Given the product [N:11]1([C:14]2[CH:15]=[CH:16][C:17]([NH:20][C:21]([C:23]3[C:24]4[N:25]=[CH:26][CH:27]=[N:28][C:29]=4[C:30]([C:33]4[C:38]([Cl:39])=[C:37]([O:40][CH3:41])[CH:36]=[C:35]([O:42][CH3:43])[C:34]=4[Cl:44])=[CH:31][CH:32]=3)=[O:22])=[CH:18][CH:19]=2)[CH2:12][CH2:13][NH:8][CH2:9][CH2:10]1, predict the reactants needed to synthesize it. The reactants are: C(OC([N:8]1[CH2:13][CH2:12][N:11]([C:14]2[CH:19]=[CH:18][C:17]([NH:20][C:21]([C:23]3[C:24]4[N:25]=[CH:26][CH:27]=[N:28][C:29]=4[C:30]([C:33]4[C:38]([Cl:39])=[C:37]([O:40][CH3:41])[CH:36]=[C:35]([O:42][CH3:43])[C:34]=4[Cl:44])=[CH:31][CH:32]=3)=[O:22])=[CH:16][CH:15]=2)[CH2:10][CH2:9]1)=O)(C)(C)C.Cl.